Dataset: Catalyst prediction with 721,799 reactions and 888 catalyst types from USPTO. Task: Predict which catalyst facilitates the given reaction. (1) Reactant: [C:1](OC(=O)C)(=[O:3])[CH3:2].[NH2:8][C:9]1[CH:14]=[CH:13][C:12]([O:15][CH3:16])=[CH:11][C:10]=1[S:17][C:18]1[CH:25]=[CH:24][C:21]([C:22]#[N:23])=[CH:20][C:19]=1[N+:26]([O-:28])=[O:27]. Product: [C:22]([C:21]1[CH:24]=[CH:25][C:18]([S:17][C:10]2[CH:11]=[C:12]([O:15][CH3:16])[CH:13]=[CH:14][C:9]=2[NH:8][C:1](=[O:3])[CH3:2])=[C:19]([N+:26]([O-:28])=[O:27])[CH:20]=1)#[N:23]. The catalyst class is: 17. (2) Reactant: [C:1]1([NH:7][C:8](=[O:27])[O:9][C@@H:10]([CH2:24][O:25][CH3:26])[CH2:11][N:12]([CH2:19][CH2:20][CH2:21][CH2:22][NH2:23])[C:13]([NH:15][CH:16]([CH3:18])[CH3:17])=[O:14])[CH:6]=[CH:5][CH:4]=[CH:3][CH:2]=1.[Cl:28][C:29]1[CH:34]=[C:33]([F:35])[CH:32]=[CH:31][C:30]=1[S:36](Cl)(=[O:38])=[O:37].C(N(CC)CC)C. Product: [C:1]1([NH:7][C:8](=[O:27])[O:9][C@@H:10]([CH2:24][O:25][CH3:26])[CH2:11][N:12]([CH2:19][CH2:20][CH2:21][CH2:22][NH:23][S:36]([C:30]2[CH:31]=[CH:32][C:33]([F:35])=[CH:34][C:29]=2[Cl:28])(=[O:38])=[O:37])[C:13]([NH:15][CH:16]([CH3:18])[CH3:17])=[O:14])[CH:6]=[CH:5][CH:4]=[CH:3][CH:2]=1. The catalyst class is: 2. (3) Reactant: [CH3:1][N:2]1[CH2:7][CH2:6][CH:5]([N:8]2[CH2:14][CH2:13][CH2:12][CH2:11][C:10]3[CH:15]=[CH:16][CH:17]=[CH:18][C:9]2=3)[CH2:4][CH2:3]1.C1C(=O)N([Br:26])C(=O)C1. Product: [Br:26][C:16]1[CH:17]=[CH:18][C:9]2[N:8]([CH:5]3[CH2:4][CH2:3][N:2]([CH3:1])[CH2:7][CH2:6]3)[CH2:14][CH2:13][CH2:12][CH2:11][C:10]=2[CH:15]=1. The catalyst class is: 18. (4) Reactant: Cl.Cl.[N:3]1([C:9]([C:11]2[CH:36]=[CH:35][C:14]([O:15][C:16]3[N:21]=[CH:20][C:19]([NH:22][C:23](=[O:34])[C:24]4[CH:29]=[CH:28][C:27]([C:30]([F:33])([F:32])[F:31])=[CH:26][CH:25]=4)=[CH:18][CH:17]=3)=[CH:13][CH:12]=2)=[O:10])[CH2:8][CH2:7][NH:6][CH2:5][CH2:4]1.[CH:37]([C:39]1[S:40][CH:41]=[CH:42][N:43]=1)=O.C(N(CC)CC)C.C(O[BH-](OC(=O)C)OC(=O)C)(=O)C.[Na+].C(O)(=O)C. Product: [S:40]1[CH:41]=[CH:42][N:43]=[C:39]1[CH2:37][N:6]1[CH2:7][CH2:8][N:3]([C:9]([C:11]2[CH:12]=[CH:13][C:14]([O:15][C:16]3[N:21]=[CH:20][C:19]([NH:22][C:23](=[O:34])[C:24]4[CH:29]=[CH:28][C:27]([C:30]([F:31])([F:32])[F:33])=[CH:26][CH:25]=4)=[CH:18][CH:17]=3)=[CH:35][CH:36]=2)=[O:10])[CH2:4][CH2:5]1. The catalyst class is: 26. (5) Reactant: C([Sn](CCCC)(CCCC)[C:6]([O:8][CH2:9][CH3:10])=[CH2:7])CCC.Br[C:20]1[CH:25]=[CH:24][C:23]([N:26]([CH3:30])[C:27](=[O:29])[CH3:28])=[CH:22][C:21]=1[CH3:31]. Product: [CH2:9]([O:8][C:6]([C:20]1[CH:25]=[CH:24][C:23]([N:26]([CH3:30])[C:27](=[O:29])[CH3:28])=[CH:22][C:21]=1[CH3:31])=[CH2:7])[CH3:10]. The catalyst class is: 184.